From a dataset of Forward reaction prediction with 1.9M reactions from USPTO patents (1976-2016). Predict the product of the given reaction. (1) Given the reactants [CH2:1]([O:5][C:6]1[N:14]=[C:13]2[C:9]([N:10]=[C:11]([O:24][CH3:25])[N:12]2[CH2:15][CH2:16][CH2:17][NH:18][C@@H:19]2[CH2:23][CH2:22][CH2:21][O:20]2)=[C:8]([NH2:26])[N:7]=1)[CH2:2][CH2:3][CH3:4].F[C:28](F)(F)C(O)=O.C(OC1NC(N)=C2C(N=1)=NC(OC)=N2)CCC.Cl.O1CCC(CN)C1, predict the reaction product. The product is: [CH2:1]([O:5][C:6]1[N:14]=[C:13]2[C:9]([N:10]=[C:11]([O:24][CH3:25])[N:12]2[CH2:15][CH2:16][CH2:17][NH:18][CH2:19][CH:23]2[CH2:22][CH2:21][O:20][CH2:28]2)=[C:8]([NH2:26])[N:7]=1)[CH2:2][CH2:3][CH3:4]. (2) The product is: [CH:41]1([CH2:40][N:37]2[CH:38]=[CH:39][C:34]([C:11]3[CH:12]=[CH:13][C:8]([NH:7][CH:4]4[CH2:3][CH2:2][O:1][CH2:6][CH2:5]4)=[C:9]([C:23]([F:24])([F:25])[F:26])[CH:10]=3)=[C:35]([C:45]#[N:46])[C:36]2=[O:44])[CH2:42][CH2:43]1. Given the reactants [O:1]1[CH2:6][CH2:5][CH:4]([NH:7][C:8]2[CH:13]=[CH:12][C:11](B3OC(C)(C)C(C)(C)O3)=[CH:10][C:9]=2[C:23]([F:26])([F:25])[F:24])[CH2:3][CH2:2]1.C([O-])([O-])=O.[Na+].[Na+].Br[C:34]1[CH:39]=[CH:38][N:37]([CH2:40][CH:41]2[CH2:43][CH2:42]2)[C:36](=[O:44])[C:35]=1[C:45]#[N:46], predict the reaction product. (3) Given the reactants O.Cl.[NH:3]1[CH2:8][CH2:7][C:6](=[O:9])[CH2:5][CH2:4]1.[CH2:10]([O:17][C:18](Cl)=[O:19])[C:11]1[CH:16]=[CH:15][CH:14]=[CH:13][CH:12]=1.Cl, predict the reaction product. The product is: [CH2:10]([O:17][C:18]([N:3]1[CH2:8][CH2:7][C:6](=[O:9])[CH2:5][CH2:4]1)=[O:19])[C:11]1[CH:16]=[CH:15][CH:14]=[CH:13][CH:12]=1. (4) Given the reactants [H-].[Na+].[CH2:3]([O:6][CH2:7][CH:8]([OH:11])[CH2:9][OH:10])[CH:4]=[CH2:5].Br[CH2:13][CH2:14][CH2:15][CH2:16][CH2:17][CH2:18][CH2:19][CH2:20][CH2:21][CH2:22][CH2:23][CH2:24][CH2:25][CH3:26], predict the reaction product. The product is: [CH2:3]([O:6][CH2:7][CH:8]([O:11][CH2:13][CH2:14][CH2:15][CH2:16][CH2:17][CH2:18][CH2:19][CH2:20][CH2:21][CH2:22][CH2:23][CH2:24][CH2:25][CH3:26])[CH2:9][O:10][CH2:15][CH:14]=[CH2:13])[CH2:4][CH2:5][CH2:26][CH2:25][CH2:24][CH2:23][CH2:22][CH2:21][CH2:20][CH2:19][CH2:18][CH2:17][CH3:16].